This data is from Forward reaction prediction with 1.9M reactions from USPTO patents (1976-2016). The task is: Predict the product of the given reaction. Given the reactants [H-].[Na+].[OH:3][C:4]1[CH:5]=[C:6]([CH:9]=[CH:10][C:11]=1[OH:12])[CH:7]=[O:8].[CH2:13](Br)[C:14]#[CH:15].Cl, predict the reaction product. The product is: [CH2:15]([O:3][C:4]1[CH:5]=[C:6]([CH:9]=[CH:10][C:11]=1[OH:12])[CH:7]=[O:8])[C:14]#[CH:13].